From a dataset of Full USPTO retrosynthesis dataset with 1.9M reactions from patents (1976-2016). Predict the reactants needed to synthesize the given product. (1) Given the product [CH2:27]([C:31]1[CH:36]=[CH:35][C:34]([N:3]2[C:4](=[O:26])[C:5]([CH2:11][C:12]3[CH:17]=[CH:16][C:15]([C:18]4[C:19]([C:24]#[N:25])=[CH:20][CH:21]=[CH:22][CH:23]=4)=[CH:14][CH:13]=3)=[C:6]([CH2:8][CH2:9][CH3:10])[N:7]=[C:2]2[CH3:1])=[CH:33][CH:32]=1)[CH:28]([CH3:30])[CH3:29], predict the reactants needed to synthesize it. The reactants are: [CH3:1][C:2]1[NH:3][C:4](=[O:26])[C:5]([CH2:11][C:12]2[CH:17]=[CH:16][C:15]([C:18]3[C:19]([C:24]#[N:25])=[CH:20][CH:21]=[CH:22][CH:23]=3)=[CH:14][CH:13]=2)=[C:6]([CH2:8][CH2:9][CH3:10])[N:7]=1.[CH2:27]([C:31]1[CH:36]=[CH:35][C:34](B(O)O)=[CH:33][CH:32]=1)[CH:28]([CH3:30])[CH3:29].C(N(CC)CC)C.N1C=CC=CC=1. (2) Given the product [F:35][C:36]1[CH:37]=[C:38]([NH:42][C:43](=[S:69])[NH:44][C:45]2[CH:46]=[CH:47][C:48]([C:51]3[CH:52]=[C:53]4[C:57](=[CH:58][CH:59]=3)[C:56](=[O:60])[N:55]([C@@H:61]([CH:66]([CH3:67])[CH3:68])[C:62]([OH:64])=[O:63])[CH2:54]4)=[CH:49][CH:50]=2)[CH:39]=[CH:40][CH:41]=1, predict the reactants needed to synthesize it. The reactants are: FC1C=CC=CC=1NC(=S)NC1C=CC(C2C=C3C(=CC=2)C(=O)N([C@@H](C(C)C)C(O)=O)C3)=CC=1.[F:35][C:36]1[CH:37]=[C:38]([NH:42][C:43](=[S:69])[NH:44][C:45]2[CH:50]=[CH:49][C:48]([C:51]3[CH:52]=[C:53]4[C:57](=[CH:58][CH:59]=3)[C:56](=[O:60])[N:55]([C@@H:61]([CH:66]([CH3:68])[CH3:67])[C:62]([O:64]C)=[O:63])[CH2:54]4)=[CH:47][CH:46]=2)[CH:39]=[CH:40][CH:41]=1. (3) Given the product [OH:1][C:2]([CH3:32])([CH3:33])[C@H:3]([NH:5][C:6]([C:8]1[C:16]2[C:11](=[N:12][CH:13]=[C:14]([C:17]3[CH:18]=[N:19][N:20]([CH2:22][CH3:23])[CH:21]=3)[N:15]=2)[NH:10][CH:9]=1)=[O:7])[CH3:4], predict the reactants needed to synthesize it. The reactants are: [OH:1][C:2]([CH3:33])([CH3:32])[C@H:3]([NH:5][C:6]([C:8]1[C:16]2[C:11](=[N:12][CH:13]=[C:14]([C:17]3[CH:18]=[N:19][N:20]([CH2:22][CH3:23])[CH:21]=3)[N:15]=2)[N:10](COCC[Si](C)(C)C)[CH:9]=1)=[O:7])[CH3:4].C(O)(C(F)(F)F)=O.C(N)CN. (4) Given the product [Br:1][C:2]1[CH:6]=[N:5][N:4]([CH3:7])[C:3]=1[NH:8][C:9]1[CH:14]=[CH:13][C:12]([C:19]2[CH:20]=[CH:21][CH:22]=[CH:23][C:18]=2[C:17]([F:28])([F:27])[F:16])=[CH:11][CH:10]=1, predict the reactants needed to synthesize it. The reactants are: [Br:1][C:2]1[CH:6]=[N:5][N:4]([CH3:7])[C:3]=1[NH:8][C:9]1[CH:14]=[CH:13][C:12](I)=[CH:11][CH:10]=1.[F:16][C:17]([F:28])([F:27])[C:18]1[CH:23]=[CH:22][CH:21]=[CH:20][C:19]=1B(O)O.C(=O)([O-])[O-].[Cs+].[Cs+].COCCOC. (5) Given the product [OH:41][CH2:40][C:39]([N:35]1[CH2:34][CH2:33][CH:32]([C:7]2[C:5]3[CH2:6][C@@H:2]([CH3:1])[O:3][C:4]=3[C:10]([NH:11][C:12]3[N:17]=[C:16]([NH:18][C:19]4[CH:24]=[CH:23][CH:22]=[CH:21][C:20]=4[S:25]([CH:28]([CH3:29])[CH3:30])(=[O:27])=[O:26])[N:15]=[CH:14][N:13]=3)=[CH:9][C:8]=2[CH3:31])[CH2:37][CH2:36]1)=[O:38], predict the reactants needed to synthesize it. The reactants are: [CH3:1][C@@H:2]1[CH2:6][C:5]2[C:7]([CH:32]3[CH2:37][CH2:36][NH:35][CH2:34][CH2:33]3)=[C:8]([CH3:31])[CH:9]=[C:10]([NH:11][C:12]3[N:17]=[C:16]([NH:18][C:19]4[CH:24]=[CH:23][CH:22]=[CH:21][C:20]=4[S:25]([CH:28]([CH3:30])[CH3:29])(=[O:27])=[O:26])[N:15]=[CH:14][N:13]=3)[C:4]=2[O:3]1.[OH:38][CH2:39][C:40](O)=[O:41].CCN=C=NCCCN(C)C. (6) Given the product [CH3:18][N:19]([CH3:20])[CH2:2][C:3]([N:5]1[C:14]2[C:9](=[CH:10][CH:11]=[C:12]([N+:15]([O-:17])=[O:16])[CH:13]=2)[CH2:8][CH2:7][CH2:6]1)=[O:4], predict the reactants needed to synthesize it. The reactants are: Cl[CH2:2][C:3]([N:5]1[C:14]2[C:9](=[CH:10][CH:11]=[C:12]([N+:15]([O-:17])=[O:16])[CH:13]=2)[CH2:8][CH2:7][CH2:6]1)=[O:4].[CH3:18][NH:19][CH3:20]. (7) Given the product [CH3:1][NH:2][S:4]([C:7]1[CH:8]=[C:9]2[C:13](=[CH:14][CH:15]=1)[CH2:12][CH:11]([C:16]([O:18][CH3:19])=[O:17])[CH2:10]2)(=[O:6])=[O:5], predict the reactants needed to synthesize it. The reactants are: [CH3:1][NH2:2].Cl[S:4]([C:7]1[CH:8]=[C:9]2[C:13](=[CH:14][CH:15]=1)[CH2:12][CH:11]([C:16]([O:18][CH3:19])=[O:17])[CH2:10]2)(=[O:6])=[O:5].